This data is from Full USPTO retrosynthesis dataset with 1.9M reactions from patents (1976-2016). The task is: Predict the reactants needed to synthesize the given product. (1) The reactants are: [CH2:1]([N:3]1[CH:7]=[C:6]([C:8]2[CH:9]=[C:10]([CH:19]=[CH:20][CH:21]=2)[CH2:11][CH2:12][O:13][CH2:14][CH2:15][C:16]([OH:18])=O)[CH:5]=[N:4]1)[CH3:2].[CH3:22][O:23][CH:24]([O:32][CH3:33])[CH2:25][NH:26][CH:27]1[CH2:31][CH2:30][CH2:29][CH2:28]1. Given the product [CH:27]1([N:26]([CH2:25][CH:24]([O:32][CH3:33])[O:23][CH3:22])[C:16](=[O:18])[CH2:15][CH2:14][O:13][CH2:12][CH2:11][C:10]2[CH:19]=[CH:20][CH:21]=[C:8]([C:6]3[CH:5]=[N:4][N:3]([CH2:1][CH3:2])[CH:7]=3)[CH:9]=2)[CH2:28][CH2:29][CH2:30][CH2:31]1, predict the reactants needed to synthesize it. (2) Given the product [CH3:16][N:17]([CH3:18])[C:12]([C:9]1[CH:10]=[CH:11][C:5]2[O:4][CH2:3][C:2](=[O:1])[NH:7][C:6]=2[CH:8]=1)=[O:14], predict the reactants needed to synthesize it. The reactants are: [O:1]=[C:2]1[NH:7][C:6]2[CH:8]=[C:9]([C:12]([OH:14])=O)[CH:10]=[CH:11][C:5]=2[O:4][CH2:3]1.C[CH2:16][N:17]=[C:18]=NCCCN(C)C.C1C=CC2N(O)N=NC=2C=1.CNC.C1COCC1.C(=O)([O-])O.[Na+].